This data is from NCI-60 drug combinations with 297,098 pairs across 59 cell lines. The task is: Regression. Given two drug SMILES strings and cell line genomic features, predict the synergy score measuring deviation from expected non-interaction effect. (1) Drug 1: CC12CCC3C(C1CCC2=O)CC(=C)C4=CC(=O)C=CC34C. Drug 2: CS(=O)(=O)OCCCCOS(=O)(=O)C. Cell line: A549. Synergy scores: CSS=48.5, Synergy_ZIP=-3.34, Synergy_Bliss=2.55, Synergy_Loewe=-10.7, Synergy_HSA=2.93. (2) Drug 1: C#CCC(CC1=CN=C2C(=N1)C(=NC(=N2)N)N)C3=CC=C(C=C3)C(=O)NC(CCC(=O)O)C(=O)O. Drug 2: CS(=O)(=O)OCCCCOS(=O)(=O)C. Cell line: SK-MEL-5. Synergy scores: CSS=12.8, Synergy_ZIP=-3.74, Synergy_Bliss=-2.54, Synergy_Loewe=6.33, Synergy_HSA=-0.362. (3) Drug 1: CC1OCC2C(O1)C(C(C(O2)OC3C4COC(=O)C4C(C5=CC6=C(C=C35)OCO6)C7=CC(=C(C(=C7)OC)O)OC)O)O. Drug 2: N.N.Cl[Pt+2]Cl. Cell line: TK-10. Synergy scores: CSS=21.1, Synergy_ZIP=-4.19, Synergy_Bliss=-4.23, Synergy_Loewe=-13.6, Synergy_HSA=-4.55. (4) Synergy scores: CSS=-1.48, Synergy_ZIP=1.91, Synergy_Bliss=0.484, Synergy_Loewe=-3.98, Synergy_HSA=-3.72. Cell line: HT29. Drug 1: C1CCN(CC1)CCOC2=CC=C(C=C2)C(=O)C3=C(SC4=C3C=CC(=C4)O)C5=CC=C(C=C5)O. Drug 2: C1CN(P(=O)(OC1)NCCCl)CCCl. (5) Drug 1: C1=NNC2=C1C(=O)NC=N2. Drug 2: C(CCl)NC(=O)N(CCCl)N=O. Cell line: HCT-15. Synergy scores: CSS=6.43, Synergy_ZIP=2.31, Synergy_Bliss=6.31, Synergy_Loewe=-6.37, Synergy_HSA=-4.90.